Dataset: Full USPTO retrosynthesis dataset with 1.9M reactions from patents (1976-2016). Task: Predict the reactants needed to synthesize the given product. (1) Given the product [Cl:1][C:2]1[CH:3]=[C:4]2[C:8](=[CH:9][CH:10]=1)[N:7]([C:11]1[N:15]([CH3:16])[N:14]=[C:13]([CH3:17])[C:12]=1[CH2:18][OH:19])[CH:6]=[CH:5]2, predict the reactants needed to synthesize it. The reactants are: [Cl:1][C:2]1[CH:3]=[C:4]2[C:8](=[CH:9][CH:10]=1)[N:7]([C:11]1[N:15]([CH3:16])[N:14]=[C:13]([CH3:17])[C:12]=1[CH:18]=[O:19])[CH:6]=[CH:5]2.[BH4-].[Na+].O. (2) Given the product [OH:26][CH2:4][C:5]1[NH:9][N:8]=[C:7]([NH:10][C:11]([CH2:13][CH2:14][CH3:15])=[O:12])[CH:6]=1, predict the reactants needed to synthesize it. The reactants are: C([CH2:4][C:5]1[NH:9][N:8]=[C:7]([NH:10][C:11]([CH2:13][CH2:14][CH3:15])=[O:12])[CH:6]=1)(O)=O.[H-].[H-].[H-].[H-].[Li+].[Al+3].Cl.C1C[O:26]CC1. (3) The reactants are: [CH2:1]([CH:8]1[C:17]2[C:12](=[CH:13][CH:14]=[C:15]([CH2:18][NH:19][S:20]([CH2:23][CH2:24][CH3:25])(=[O:22])=[O:21])[CH:16]=2)[CH2:11][CH2:10][CH:9]1[NH:26]C(=O)OC(C)(C)C)[C:2]1[CH:7]=[CH:6][CH:5]=[CH:4][CH:3]=1.FC(F)(F)C(O)=O. Given the product [NH2:26][CH:9]1[CH:8]([CH2:1][C:2]2[CH:7]=[CH:6][CH:5]=[CH:4][CH:3]=2)[C:17]2[CH:16]=[C:15]([CH2:18][NH:19][S:20]([CH2:23][CH2:24][CH3:25])(=[O:22])=[O:21])[CH:14]=[CH:13][C:12]=2[CH2:11][CH2:10]1, predict the reactants needed to synthesize it. (4) Given the product [CH2:1]([O:3][C:4]([C:6]1[CH:10]=[C:9]([O:11][CH2:12][C:13]([OH:15])=[O:14])[N:8]([C:23]2[CH:28]=[CH:27][CH:26]=[CH:25][CH:24]=2)[N:7]=1)=[O:5])[CH3:2], predict the reactants needed to synthesize it. The reactants are: [CH2:1]([O:3][C:4]([C:6]1[CH:10]=[C:9]([O:11][CH2:12][C:13]([O:15]CC2C=CC=CC=2)=[O:14])[N:8]([C:23]2[CH:28]=[CH:27][CH:26]=[CH:25][CH:24]=2)[N:7]=1)=[O:5])[CH3:2]. (5) Given the product [Cl:19][C:20]1[CH:36]=[C:35]([F:37])[C:23]2[N:24]([CH2:29][CH2:30][S:31]([CH3:34])(=[O:32])=[O:33])[C:25]([CH2:27][N:1]3[C:5]4=[CH:6][N:7]=[CH:8][CH:9]=[C:4]4[C:3]4([CH2:10][CH2:11]4)[C:2]3=[O:12])=[N:26][C:22]=2[CH:21]=1, predict the reactants needed to synthesize it. The reactants are: [NH:1]1[C:5]2=[CH:6][N:7]=[CH:8][CH:9]=[C:4]2[C:3]2([CH2:11][CH2:10]2)[C:2]1=[O:12].CC(C)([O-])C.[Na+].[Cl:19][C:20]1[CH:36]=[C:35]([F:37])[C:23]2[N:24]([CH2:29][CH2:30][S:31]([CH3:34])(=[O:33])=[O:32])[C:25]([CH2:27]Cl)=[N:26][C:22]=2[CH:21]=1. (6) Given the product [CH:17]1([C:6]2[C:7]3[C:12](=[CH:11][C:10]([C:13]([O:15][CH3:16])=[O:14])=[CH:9][CH:8]=3)[N:4]([C:34]3[CH:35]=[CH:36][O:32][CH:33]=3)[C:5]=2[C:23]2[CH:28]=[CH:27][CH:26]=[CH:25][C:24]=2[CH:29]=[CH2:30])[CH2:22][CH2:21][CH2:20][CH2:19][CH2:18]1, predict the reactants needed to synthesize it. The reactants are: BrC(=C)C[N:4]1[C:12]2[C:7](=[CH:8][CH:9]=[C:10]([C:13]([O:15][CH3:16])=[O:14])[CH:11]=2)[C:6]([CH:17]2[CH2:22][CH2:21][CH2:20][CH2:19][CH2:18]2)=[C:5]1[C:23]1[CH:28]=[CH:27][CH:26]=[CH:25][C:24]=1[CH:29]=[CH2:30].[O:32]1[CH:36]=[CH:35][C:34](B(O)O)=[CH:33]1.[Li+].[Cl-].C(=O)([O-])[O-].[Na+].[Na+].